This data is from Peptide-MHC class II binding affinity with 134,281 pairs from IEDB. The task is: Regression. Given a peptide amino acid sequence and an MHC pseudo amino acid sequence, predict their binding affinity value. This is MHC class II binding data. (1) The peptide sequence is GILHNLSDLYALITE. The MHC is DRB3_0101 with pseudo-sequence DRB3_0101. The binding affinity (normalized) is 0.650. (2) The peptide sequence is REQFLGALDLAKKRV. The MHC is DRB1_0901 with pseudo-sequence DRB1_0901. The binding affinity (normalized) is 0.0956. (3) The peptide sequence is LFFNHHKVMLLGHDD. The MHC is HLA-DPA10201-DPB11401 with pseudo-sequence HLA-DPA10201-DPB11401. The binding affinity (normalized) is 0.143.